From a dataset of Reaction yield outcomes from USPTO patents with 853,638 reactions. Predict the reaction yield, written as a fraction of the theoretical maximum amount of product (1.0 means a 100% yield; for example, 0.34 means a 34% yield). The reactants are [CH3:1][S:2]([OH:5])(=[O:4])=[O:3].[Br:6][C:7]1[CH:25]=[N:24][C:10]2[N:11]=[C:12]([N:18]3[CH2:21][CH:20]([NH:22][CH3:23])[CH2:19]3)[C:13]3[N:14]([CH:15]=[N:16][N:17]=3)[C:9]=2[CH:8]=1. The catalyst is C(O)C. The product is [CH3:1][S:2]([OH:5])(=[O:4])=[O:3].[Br:6][C:7]1[CH:25]=[N:24][C:10]2[N:11]=[C:12]([N:18]3[CH2:21][CH:20]([NH:22][CH3:23])[CH2:19]3)[C:13]3[N:14]([CH:15]=[N:16][N:17]=3)[C:9]=2[CH:8]=1. The yield is 0.880.